This data is from NCI-60 drug combinations with 297,098 pairs across 59 cell lines. The task is: Regression. Given two drug SMILES strings and cell line genomic features, predict the synergy score measuring deviation from expected non-interaction effect. (1) Drug 1: CC1=C2C(C(=O)C3(C(CC4C(C3C(C(C2(C)C)(CC1OC(=O)C(C(C5=CC=CC=C5)NC(=O)OC(C)(C)C)O)O)OC(=O)C6=CC=CC=C6)(CO4)OC(=O)C)O)C)O. Drug 2: N.N.Cl[Pt+2]Cl. Cell line: OVCAR-5. Synergy scores: CSS=49.0, Synergy_ZIP=-6.35, Synergy_Bliss=-0.523, Synergy_Loewe=-0.303, Synergy_HSA=1.68. (2) Drug 1: CC12CCC3C(C1CCC2=O)CC(=C)C4=CC(=O)C=CC34C. Drug 2: CN1C2=C(C=C(C=C2)N(CCCl)CCCl)N=C1CCCC(=O)O.Cl. Cell line: MALME-3M. Synergy scores: CSS=20.5, Synergy_ZIP=0.680, Synergy_Bliss=-0.671, Synergy_Loewe=-11.9, Synergy_HSA=-1.65. (3) Drug 1: C1CN1P(=S)(N2CC2)N3CC3. Drug 2: C1CN1C2=NC(=NC(=N2)N3CC3)N4CC4. Cell line: HCT116. Synergy scores: CSS=53.9, Synergy_ZIP=-5.75, Synergy_Bliss=-9.07, Synergy_Loewe=-5.84, Synergy_HSA=-1.50. (4) Drug 1: CC1=CC2C(CCC3(C2CCC3(C(=O)C)OC(=O)C)C)C4(C1=CC(=O)CC4)C. Drug 2: B(C(CC(C)C)NC(=O)C(CC1=CC=CC=C1)NC(=O)C2=NC=CN=C2)(O)O. Synergy scores: CSS=10.1, Synergy_ZIP=-1.94, Synergy_Bliss=3.12, Synergy_Loewe=-2.59, Synergy_HSA=4.96. Cell line: HCT116.